The task is: Predict the product of the given reaction.. This data is from Forward reaction prediction with 1.9M reactions from USPTO patents (1976-2016). (1) Given the reactants [OH:1][C:2]([C:5]1[C:9]2[CH2:10][N:11](C(OC(C)(C)C)=O)[CH2:12][CH2:13][C:8]=2[NH:7][N:6]=1)([CH3:4])[CH3:3].Cl.O1CCOCC1, predict the reaction product. The product is: [NH:7]1[C:8]2[CH2:13][CH2:12][NH:11][CH2:10][C:9]=2[C:5]([C:2]([OH:1])([CH3:3])[CH3:4])=[N:6]1. (2) Given the reactants C(N(S(F)(F)[F:7])CC)C.[Cl:10][C:11]1[CH:12]=[C:13]2[C:17](=[CH:18][CH:19]=1)[NH:16][CH:15]=[C:14]2[CH2:20][CH2:21][NH:22][C:23]([C:25]1[CH:29]=[C:28]([CH:30]([C:32]2[CH:37]=[C:36]([F:38])[CH:35]=[CH:34][C:33]=2[F:39])O)[O:27][N:26]=1)=[O:24], predict the reaction product. The product is: [Cl:10][C:11]1[CH:12]=[C:13]2[C:17](=[CH:18][CH:19]=1)[NH:16][CH:15]=[C:14]2[CH2:20][CH2:21][NH:22][C:23]([C:25]1[CH:29]=[C:28]([CH:30]([C:32]2[CH:37]=[C:36]([F:38])[CH:35]=[CH:34][C:33]=2[F:39])[F:7])[O:27][N:26]=1)=[O:24].